This data is from Reaction yield outcomes from USPTO patents with 853,638 reactions. The task is: Predict the reaction yield, written as a fraction of the theoretical maximum amount of product (1.0 means a 100% yield; for example, 0.34 means a 34% yield). (1) The yield is 0.450. The catalyst is C1COCC1. The product is [O:20]=[C:18]1[C:13]2[CH:14]=[CH:15][CH:16]=[CH:17][C:12]=2[O:11][C:10]2[CH:9]=[CH:8][C:4]([C:5]([OH:7])=[O:6])=[CH:3][C:2]=2[NH:1]1. The reactants are [NH2:1][C:2]1[CH:3]=[C:4]([CH:8]=[CH:9][C:10]=1[O:11][C:12]1[CH:17]=[CH:16][CH:15]=[CH:14][C:13]=1[C:18]([OH:20])=O)[C:5]([OH:7])=[O:6].C(N1C=CN=C1)(N1C=CN=C1)=O.Cl.O. (2) The reactants are [Cl:1][CH2:2][C:3](Cl)=[O:4].Cl.[NH2:7][CH:8]1[C:17](=[O:18])[C:16]2[C:11](=[CH:12][CH:13]=[CH:14][CH:15]=2)[O:10][CH2:9]1.C(N(CC)CC)C. The catalyst is O1CCCC1. The product is [Cl:1][CH2:2][C:3]([NH:7][CH:8]1[C:17](=[O:18])[C:16]2[C:11](=[CH:12][CH:13]=[CH:14][CH:15]=2)[O:10][CH2:9]1)=[O:4]. The yield is 0.280.